This data is from Catalyst prediction with 721,799 reactions and 888 catalyst types from USPTO. The task is: Predict which catalyst facilitates the given reaction. (1) Reactant: Cl[C:2]1[C:7]([C:8]2[CH:13]=[CH:12][C:11]([Cl:14])=[CH:10][CH:9]=2)=[CH:6][N:5]=[C:4]([N:15]2[CH2:19][C:18]([CH3:21])([CH3:20])[NH:17][S:16]2(=[O:23])=[O:22])[N:3]=1.[Cl:24][C:25]1[CH:30]=[CH:29][C:28](OB(O)O)=[CH:27][CH:26]=1.C([O-])([O-])=O.[K+].[K+].CCOC(C)=O. Product: [Cl:24][C:25]1[CH:30]=[CH:29][C:28]([C:2]2[C:7]([C:8]3[CH:13]=[CH:12][C:11]([Cl:14])=[CH:10][CH:9]=3)=[CH:6][N:5]=[C:4]([N:15]3[CH2:19][C:18]([CH3:20])([CH3:21])[NH:17][S:16]3(=[O:22])=[O:23])[N:3]=2)=[CH:27][CH:26]=1. The catalyst class is: 70. (2) Reactant: [F:1][C:2]1[CH:7]=[C:6]([N+:8]([O-:10])=[O:9])[CH:5]=[C:4]([F:11])[C:3]=1[N:12]1[CH2:17][CH2:16][NH:15][CH2:14][CH2:13]1.[CH3:18][C:19]([O:22][C:23](O[C:23]([O:22][C:19]([CH3:21])([CH3:20])[CH3:18])=[O:24])=[O:24])([CH3:21])[CH3:20]. Product: [C:19]([O:22][C:23]([N:15]1[CH2:14][CH2:13][N:12]([C:3]2[C:4]([F:11])=[CH:5][C:6]([N+:8]([O-:10])=[O:9])=[CH:7][C:2]=2[F:1])[CH2:17][CH2:16]1)=[O:24])([CH3:21])([CH3:20])[CH3:18]. The catalyst class is: 1. (3) Reactant: [C:1]([O:5][C:6]([N:8]1[CH2:13][CH2:12][CH:11]([CH2:14][NH:15][C:16]2[CH:21]=[CH:20][CH:19]=[CH:18][CH:17]=2)[CH2:10][CH2:9]1)=[O:7])([CH3:4])([CH3:3])[CH3:2].[C:22](O[C:22](=[O:25])[CH2:23][CH3:24])(=[O:25])[CH2:23][CH3:24].C(N(CC)CC)C.O1CCCC1. Product: [C:1]([O:5][C:6]([N:8]1[CH2:9][CH2:10][CH:11]([CH2:14][N:15]([C:16]2[CH:17]=[CH:18][CH:19]=[CH:20][CH:21]=2)[C:22](=[O:25])[CH2:23][CH3:24])[CH2:12][CH2:13]1)=[O:7])([CH3:4])([CH3:2])[CH3:3]. The catalyst class is: 6.